This data is from Reaction yield outcomes from USPTO patents with 853,638 reactions. The task is: Predict the reaction yield, written as a fraction of the theoretical maximum amount of product (1.0 means a 100% yield; for example, 0.34 means a 34% yield). (1) The reactants are [H-].[Na+].[N:3]1[CH:8]=[CH:7][C:6]([C:9]2[N:13]3[CH2:14][CH2:15][CH2:16][NH:17][C:12]3=[N:11][N:10]=2)=[CH:5][CH:4]=1.Cl[CH:19]([C:21]1[N:25]=[C:24]([C:26]2[CH:31]=[CH:30][CH:29]=[C:28]([Cl:32])[CH:27]=2)[O:23][N:22]=1)[CH3:20].O. The yield is 0.220. The catalyst is CN(C=O)C. The product is [Cl:32][C:28]1[CH:27]=[C:26]([C:24]2[O:23][N:22]=[C:21]([C@@H:19]([N:17]3[CH2:16][CH2:15][CH2:14][N:13]4[C:9]([C:6]5[CH:7]=[CH:8][N:3]=[CH:4][CH:5]=5)=[N:10][N:11]=[C:12]34)[CH3:20])[N:25]=2)[CH:31]=[CH:30][CH:29]=1. (2) The reactants are [Cl:1][C:2]1[CH:7]=[CH:6][C:5]([C@@:8]2(O)[CH2:13][CH2:12][N:11]([C:14](=[O:27])[C@H:15]([NH:19][C:20]([CH:22]3[CH2:26][CH2:25][CH2:24][CH2:23]3)=[O:21])[CH:16]([CH3:18])[CH3:17])[CH2:10][C:9]2([CH3:29])[CH3:28])=[CH:4][CH:3]=1.CCN(S(F)(F)[F:37])CC. The catalyst is C(Cl)Cl. The product is [Cl:1][C:2]1[CH:7]=[CH:6][C:5]([C@@:8]2([F:37])[CH2:13][CH2:12][N:11]([C:14](=[O:27])[C@H:15]([NH:19][C:20]([CH:22]3[CH2:26][CH2:25][CH2:24][CH2:23]3)=[O:21])[CH:16]([CH3:18])[CH3:17])[CH2:10][C:9]2([CH3:29])[CH3:28])=[CH:4][CH:3]=1. The yield is 0.510. (3) The reactants are [Cl:1][C:2]1[C:10]([C:11]#[N:12])=[CH:9][CH:8]=[C:7]2[C:3]=1[CH:4]=[C:5](/[CH:18]=[CH:19]\[CH3:20])[N:6]2[CH2:13][C:14]([F:17])([F:16])[F:15].ClC1C(C#N)=CC=C2C=1C=C(/C=C/C)N2CC(F)(F)F. The catalyst is CCOC(C)=O.O=[Pt]=O. The product is [Cl:1][C:2]1[C:10]([C:11]#[N:12])=[CH:9][CH:8]=[C:7]2[C:3]=1[CH:4]=[C:5]([CH2:18][CH2:19][CH3:20])[N:6]2[CH2:13][C:14]([F:15])([F:16])[F:17]. The yield is 0.920. (4) The reactants are C(OC(=O)C)(=O)C.[CH3:8][O:9][C:10]1[CH:11]=[C:12]([C:19]([OH:21])=[O:20])[C:13](=[CH:17][CH:18]=1)[C:14]([OH:16])=O. The catalyst is O1CCCC1. The product is [CH3:8][O:9][C:10]1[CH:11]=[C:12]2[C:19](=[O:20])[O:21][C:14](=[O:16])[C:13]2=[CH:17][CH:18]=1. The yield is 0.990. (5) The catalyst is ClCCl.[Cl-].[Na+].O. The product is [CH2:12]([O:19][C:20](=[O:25])[CH2:21][CH2:22][CH2:23][NH:24][C:30]([NH:54][CH2:53][C:52]1[CH:55]=[CH:56][C:49]([N:48]([CH3:57])[CH3:47])=[CH:50][CH:51]=1)=[O:36])[C:13]1[CH:18]=[CH:17][CH:16]=[CH:15][CH:14]=1. The yield is 0.930. The reactants are C1(C)C=CC(S(O)(=O)=O)=CC=1.[CH2:12]([O:19][C:20](=[O:25])[CH2:21][CH2:22][CH2:23][NH2:24])[C:13]1[CH:18]=[CH:17][CH:16]=[CH:15][CH:14]=1.ClC(Cl)(O[C:30](=[O:36])OC(Cl)(Cl)Cl)Cl.C(N(CC)CC)C.Cl.Cl.[CH3:47][N:48]([CH3:57])[C:49]1[CH:56]=[CH:55][C:52]([CH2:53][NH2:54])=[CH:51][CH:50]=1. (6) The reactants are [CH2:1]([O:3][C:4](=[O:28])[CH:5]=CC1C=CC(CNC(=O)C2C=CC(N3CCCC3)=CC=2)=CC=1)C.[N:29]1[CH:34]=[CH:33][CH:32]=[C:31]([CH2:35][O:36][C:37](=[O:48])[NH:38][CH2:39][C:40]2[CH:45]=[CH:44][C:43]([CH2:46]O)=[CH:42][CH:41]=2)[CH:30]=1. No catalyst specified. The product is [CH3:1][O:3][C:4](=[O:28])[CH:5]=[CH:46][C:43]1[CH:44]=[CH:45][C:40]([CH2:39][NH:38][C:37]([O:36][CH2:35][C:31]2[CH:30]=[N:29][CH:34]=[CH:33][CH:32]=2)=[O:48])=[CH:41][CH:42]=1. The yield is 0.750.